This data is from Full USPTO retrosynthesis dataset with 1.9M reactions from patents (1976-2016). The task is: Predict the reactants needed to synthesize the given product. (1) Given the product [CH:18]1([CH2:21][N:22]2[CH2:26][CH2:25][N:24]([C:27]3[S:28][C:29]([C:33]([NH:17][CH2:16][C:12]4[N:11]=[N:10][CH:15]=[CH:14][CH:13]=4)=[O:34])=[C:30]([CH3:32])[N:31]=3)[C:23]2=[O:36])[CH2:19][CH2:20]1, predict the reactants needed to synthesize it. The reactants are: FC1C=C(CN)C=NC=1.[N:10]1[CH:15]=[CH:14][CH:13]=[C:12]([CH2:16][NH2:17])[N:11]=1.[CH:18]1([CH2:21][N:22]2[CH2:26][CH2:25][N:24]([C:27]3[S:28][C:29]([C:33](O)=[O:34])=[C:30]([CH3:32])[N:31]=3)[C:23]2=[O:36])[CH2:20][CH2:19]1. (2) Given the product [NH2:18][C:15]1[CH:16]=[CH:17][C:12]([S:9]([CH2:8][C:3]([CH2:4][OH:5])([CH2:2][OH:1])[CH2:6][OH:7])(=[O:10])=[O:11])=[C:13]([O:21][CH3:22])[CH:14]=1, predict the reactants needed to synthesize it. The reactants are: [OH:1][CH2:2][C:3]([CH2:8][S:9]([C:12]1[CH:17]=[CH:16][C:15]([N+:18]([O-])=O)=[CH:14][C:13]=1[O:21][CH3:22])(=[O:11])=[O:10])([CH2:6][OH:7])[CH2:4][OH:5]. (3) Given the product [NH2:8][C:7]1[CH:6]=[CH:5][C:4]([C:11]2[CH:12]=[CH:13][C:14]([C:17]([F:18])([F:19])[F:20])=[CH:15][CH:16]=2)=[CH:3][C:2]=1[OH:1], predict the reactants needed to synthesize it. The reactants are: [OH:1][C:2]1[CH:3]=[C:4]([C:11]2[CH:16]=[CH:15][C:14]([C:17]([F:20])([F:19])[F:18])=[CH:13][CH:12]=2)[CH:5]=[CH:6][C:7]=1[N+:8]([O-])=O. (4) Given the product [O:38]=[C:37]([N:39]1[CH2:40][CH2:41][N:42]([C:45](=[O:56])[C:46]2[CH:51]=[CH:50][CH:49]=[CH:48][C:47]=2[C:52]([F:55])([F:53])[F:54])[CH2:43][CH2:44]1)[CH2:36][NH:35][C:23]([N:10]1[CH:9]=[C:8]([C:2]2[CH:3]=[CH:4][CH:5]=[CH:6][CH:7]=2)[CH:12]=[N:11]1)=[O:25], predict the reactants needed to synthesize it. The reactants are: Cl.[C:2]1([C:8]2[CH:9]=[N:10][NH:11][CH:12]=2)[CH:7]=[CH:6][CH:5]=[CH:4][CH:3]=1.CCN(C(C)C)C(C)C.Cl[C:23](Cl)([O:25]C(=O)OC(Cl)(Cl)Cl)Cl.Cl.[NH2:35][CH2:36][C:37]([N:39]1[CH2:44][CH2:43][N:42]([C:45](=[O:56])[C:46]2[CH:51]=[CH:50][CH:49]=[CH:48][C:47]=2[C:52]([F:55])([F:54])[F:53])[CH2:41][CH2:40]1)=[O:38]. (5) Given the product [Br:1][C:2]1[C:14]2[NH:13][C:12]3[C:7](=[CH:8][CH:9]=[CH:10][CH:11]=3)[C:6]=2[C:5]([O:15][CH2:16][C@@H:17]([OH:18])[CH2:19][NH:20][CH2:21][CH:22]2[CH2:27][CH2:26][N:25]([CH2:28][CH2:29][C:30]([F:33])([F:31])[F:32])[CH2:24][CH2:23]2)=[CH:4][CH:3]=1, predict the reactants needed to synthesize it. The reactants are: [Br:1][C:2]1[C:14]2[NH:13][C:12]3[C:7](=[CH:8][CH:9]=[CH:10][CH:11]=3)[C:6]=2[C:5]([O:15][CH2:16][C@@H:17]2[CH2:19][O:18]2)=[CH:4][CH:3]=1.[NH2:20][CH2:21][CH:22]1[CH2:27][CH2:26][N:25]([CH2:28][CH2:29][C:30]([F:33])([F:32])[F:31])[CH2:24][CH2:23]1.